This data is from Forward reaction prediction with 1.9M reactions from USPTO patents (1976-2016). The task is: Predict the product of the given reaction. (1) Given the reactants [Br:1][C:2]1[CH:9]=[CH:8][C:5]([CH:6]=O)=[CH:4][C:3]=1[N+:10]([O-:12])=[O:11].[OH2:13].O[NH2:15], predict the reaction product. The product is: [Br:1][C:2]1[CH:9]=[CH:8][C:5]([CH:6]=[N:15][OH:13])=[CH:4][C:3]=1[N+:10]([O-:12])=[O:11]. (2) Given the reactants [Cl:1][C:2]1[CH:3]=[C:4]2[C:8](=[CH:9][CH:10]=1)[NH:7][CH:6]=[C:5]2[CH2:11][CH2:12][NH:13][C:14](=[O:22])[C:15]1[CH:20]=[CH:19][C:18](I)=[CH:17][CH:16]=1.[C:23]([C:25]1[CH:30]=[CH:29][C:28](B(O)O)=[CH:27][CH:26]=1)#[N:24].C(=O)([O-])[O-].[Na+].[Na+], predict the reaction product. The product is: [Cl:1][C:2]1[CH:3]=[C:4]2[C:8](=[CH:9][CH:10]=1)[NH:7][CH:6]=[C:5]2[CH2:11][CH2:12][NH:13][C:14]([C:15]1[CH:20]=[CH:19][C:18]([C:28]2[CH:29]=[CH:30][C:25]([C:23]#[N:24])=[CH:26][CH:27]=2)=[CH:17][CH:16]=1)=[O:22]. (3) Given the reactants [CH3:1][C:2]1[CH:3]=C(C=C)[C:5]([CH2:21][O:22][CH:23]2[CH2:28][CH2:27][CH2:26][CH2:25][O:24]2)=[C:6]2[C:10]=1[N:9]([S:11]([C:14]1[CH:20]=[CH:19][C:17]([CH3:18])=[CH:16][CH:15]=1)(=[O:13])=[O:12])[CH:8]=[CH:7]2.O.CC[C@H]1[C@H]2C[C@H]([C@H](OC3C4C(=CC=CC=4)C(O[C@H](C4C=CN=C5C=4C=C(OC)C=C5)[C@@H]4N5C[C@H](CC)[C@@H](CC5)C4)=NN=3)C3C=CN=C4C=3C=C([O:53]C)C=C4)N(CC2)C1.[C:90]([OH:94])(C)([CH3:92])[CH3:91], predict the reaction product. The product is: [CH3:1][C:2]1[CH:3]=[C:91]([CH:90]([OH:94])[CH2:92][OH:53])[C:5]([CH2:21][O:22][CH:23]2[CH2:28][CH2:27][CH2:26][CH2:25][O:24]2)=[C:6]2[C:10]=1[N:9]([S:11]([C:14]1[CH:20]=[CH:19][C:17]([CH3:18])=[CH:16][CH:15]=1)(=[O:13])=[O:12])[CH:8]=[CH:7]2. (4) The product is: [F:1][C:2]([F:11])([F:12])[C:3]1[CH:8]=[CH:7][CH:6]=[CH:5][C:4]=1[NH:9][N:10]=[C:19]([C:13]1[CH:18]=[CH:17][CH:16]=[CH:15][CH:14]=1)[C:20]([C:22]1[CH:27]=[CH:26][CH:25]=[CH:24][CH:23]=1)=[O:21]. Given the reactants [F:1][C:2]([F:12])([F:11])[C:3]1[CH:8]=[CH:7][CH:6]=[CH:5][C:4]=1[NH:9][NH2:10].[C:13]1([C:19](=O)[C:20]([C:22]2[CH:27]=[CH:26][CH:25]=[CH:24][CH:23]=2)=[O:21])[CH:18]=[CH:17][CH:16]=[CH:15][CH:14]=1, predict the reaction product.